Dataset: Peptide-MHC class I binding affinity with 185,985 pairs from IEDB/IMGT. Task: Regression. Given a peptide amino acid sequence and an MHC pseudo amino acid sequence, predict their binding affinity value. This is MHC class I binding data. (1) The peptide sequence is LILSNKLLYA. The MHC is HLA-A02:02 with pseudo-sequence HLA-A02:02. The binding affinity (normalized) is 0.432. (2) The MHC is HLA-A68:01 with pseudo-sequence HLA-A68:01. The peptide sequence is EATARGARR. The binding affinity (normalized) is 0.766. (3) The peptide sequence is GYTPGQQFY. The MHC is HLA-A11:01 with pseudo-sequence HLA-A11:01. The binding affinity (normalized) is 0.0847. (4) The peptide sequence is SEAAYAKKI. The MHC is HLA-A11:01 with pseudo-sequence HLA-A11:01. The binding affinity (normalized) is 0. (5) The peptide sequence is RAAHRRQSV. The MHC is HLA-B18:01 with pseudo-sequence HLA-B18:01. The binding affinity (normalized) is 0.0847.